Dataset: HIV replication inhibition screening data with 41,000+ compounds from the AIDS Antiviral Screen. Task: Binary Classification. Given a drug SMILES string, predict its activity (active/inactive) in a high-throughput screening assay against a specified biological target. (1) The molecule is O=C(NNC(=O)c1ccccc1SSc1ccccc1C(=O)NNC(=O)c1ccccc1S)c1ccccc1S. The result is 1 (active). (2) The compound is O=CN1CCN(c2ccc3ccc(O)nc3n2)CC1. The result is 0 (inactive). (3) The drug is S=C1SC2(CCCC2)NC2=C1CCC2. The result is 0 (inactive). (4) The compound is OCCOCCO[P+]1(OCCOCCO)n2c3ccc2C(c2ccccc2)=C2C=CC(=N2)C(c2ccccc2)=c2ccc(n21)=C(c1ccccc1)C1=NC(=C3c2ccccc2)C=C1.[Cl-]. The result is 0 (inactive). (5) The molecule is CC(C)(C)OC(=O)CN1CCNCCN(CC(=O)OC(C)(C)C)CC1. The result is 0 (inactive). (6) The drug is C[n+]1c(COc2ccc(C=NNC(=O)CCC(=O)NN=Cc3ccc(OCc4cn5ccccc5[n+]4C)cc3)cc2)cn2ccccc21.Cc1ccc(S(=O)(=O)O)cc1. The result is 1 (active).